Dataset: Catalyst prediction with 721,799 reactions and 888 catalyst types from USPTO. Task: Predict which catalyst facilitates the given reaction. (1) The catalyst class is: 7. Product: [C:3]([O:7][C:8]([N:9]1[CH2:28][CH2:27][N:14]([CH2:15][CH2:16][CH:17]=[CH2:18])[C:13](=[O:19])[C:10]21[CH2:12][CH2:11]2)=[O:20])([CH3:6])([CH3:4])[CH3:5]. Reactant: [H-].[Na+].[C:3]([O:7][C:8](=[O:20])[NH:9][C:10]1([C:13](=[O:19])[NH:14][CH2:15][CH2:16][CH:17]=[CH2:18])[CH2:12][CH2:11]1)([CH3:6])([CH3:5])[CH3:4].FC(F)(F)S(O[CH2:27][CH2:28]OS(C(F)(F)F)(=O)=O)(=O)=O. (2) Reactant: [C:1]([O:5][C:6](=[O:35])[CH2:7][CH:8]([CH2:12][CH2:13][CH2:14][S:15][C:16]([C:29]1[CH:34]=[CH:33][CH:32]=[CH:31][CH:30]=1)([C:23]1[CH:28]=[CH:27][CH:26]=[CH:25][CH:24]=1)[C:17]1[CH:22]=[CH:21][CH:20]=[CH:19][CH:18]=1)[C:9]([OH:11])=O)([CH3:4])([CH3:3])[CH3:2].C1C=CC2N(O)N=NC=2C=1.[C:46]1([C:55]2[CH:60]=[CH:59][CH:58]=[CH:57][CH:56]=2)[CH:51]=[CH:50][C:49]([CH2:52][CH2:53][NH2:54])=[CH:48][CH:47]=1.CC(C)N=C=NC(C)C. Product: [C:1]([O:5][C:6](=[O:35])[CH2:7][CH:8]([C:9](=[O:11])[NH:54][CH2:53][CH2:52][C:49]1[CH:50]=[CH:51][C:46]([C:55]2[CH:60]=[CH:59][CH:58]=[CH:57][CH:56]=2)=[CH:47][CH:48]=1)[CH2:12][CH2:13][CH2:14][S:15][C:16]([C:29]1[CH:30]=[CH:31][CH:32]=[CH:33][CH:34]=1)([C:17]1[CH:22]=[CH:21][CH:20]=[CH:19][CH:18]=1)[C:23]1[CH:24]=[CH:25][CH:26]=[CH:27][CH:28]=1)([CH3:3])([CH3:2])[CH3:4]. The catalyst class is: 3. (3) Reactant: [Cl:1][C:2]1[CH:3]=[CH:4][C:5]([NH:9]C(=O)C(C)(C)C)=[N:6][C:7]=1[Cl:8].Cl.O.CCO. Product: [Cl:1][C:2]1[CH:3]=[CH:4][C:5]([NH2:9])=[N:6][C:7]=1[Cl:8]. The catalyst class is: 175. (4) Reactant: [CH:1]12[NH:8][CH:5]([CH2:6][CH2:7]1)[CH2:4][N:3]([CH2:9][CH:10]([C:12]1[CH:21]=[CH:20][C:15]3[C:16](=[O:19])[O:17][CH2:18][C:14]=3[C:13]=1[CH3:22])[OH:11])[CH2:2]2.[CH3:23][C:24]1[C:32]2[CH2:31][O:30][C:29](=[O:33])[C:28]=2[CH:27]=[CH:26][C:25]=1[CH:34]1[CH2:36][O:35]1. Product: [CH:1]12[N:8]([CH2:36][CH:34]([C:25]3[CH:26]=[CH:27][C:28]4[C:29](=[O:33])[O:30][CH2:31][C:32]=4[C:24]=3[CH3:23])[OH:35])[CH:5]([CH2:6][CH2:7]1)[CH2:4][N:3]([CH2:9][CH:10]([C:12]1[CH:21]=[CH:20][C:15]3[C:16](=[O:19])[O:17][CH2:18][C:14]=3[C:13]=1[CH3:22])[OH:11])[CH2:2]2. The catalyst class is: 58. (5) Reactant: Br[CH:2]([C:7]1[CH:12]=[CH:11][C:10]([Br:13])=[CH:9][C:8]=1[F:14])[C:3]([O:5][CH3:6])=[O:4].C(=O)([O-])[O-].[K+].[K+].Cl.[CH:22]1([N:25]2[CH2:30][C:29]3([CH2:35][CH2:34][NH:33][CH2:32][CH2:31]3)[O:28][CH2:27][C:26]2=[O:36])[CH2:24][CH2:23]1. Product: [Br:13][C:10]1[CH:11]=[CH:12][C:7]([CH:2]([N:33]2[CH2:34][CH2:35][C:29]3([O:28][CH2:27][C:26](=[O:36])[N:25]([CH:22]4[CH2:23][CH2:24]4)[CH2:30]3)[CH2:31][CH2:32]2)[C:3]([O:5][CH3:6])=[O:4])=[C:8]([F:14])[CH:9]=1. The catalyst class is: 35. (6) Reactant: [Si]([O:8][C:9]([C@@H:12]1[N:17]2[C:18]3[C:27]4[C:22](=[CH:23][CH:24]=[CH:25][CH:26]=4)[N:21]=[CH:20][C:19]=3[N:28]=[C:16]2[CH2:15][O:14][CH2:13]1)([CH3:11])[CH3:10])(C(C)(C)C)(C)C.[F-].C([N+](CCCC)(CCCC)CCCC)CCC. Product: [CH:26]1[CH:25]=[CH:24][CH:23]=[C:22]2[C:27]=1[C:18]1[N:17]3[C@@H:12]([C:9]([OH:8])([CH3:10])[CH3:11])[CH2:13][O:14][CH2:15][C:16]3=[N:28][C:19]=1[CH:20]=[N:21]2. The catalyst class is: 1. (7) Reactant: [F:1][C:2]1[CH:7]=[CH:6][C:5]([N:8]2[C:11](=[O:12])[C@H:10]([S:13][CH2:14][C:15]([C:17]3[CH:22]=[CH:21][C:20]([F:23])=[CH:19][CH:18]=3)=[O:16])[C@H:9]2[C:24]2[CH:42]=[CH:41][C:27]([O:28][CH2:29][C:30]([NH:32][CH2:33][C:34]([NH:36][CH2:37][C:38](O)=[O:39])=[O:35])=[O:31])=[CH:26][CH:25]=2)=[CH:4][CH:3]=1.CN1CCOCC1.CN(C(ON1N=NC2C=CC=CC1=2)=[N+](C)C)C.[B-](F)(F)(F)F.[NH2:72][C@@H:73]([C:78]([OH:80])=[O:79])[C:74]([CH3:77])([CH3:76])[CH3:75].[BH4-].[Na+]. Product: [F:1][C:2]1[CH:7]=[CH:6][C:5]([N:8]2[C:11](=[O:12])[C@H:10]([S:13][CH2:14][CH:15]([C:17]3[CH:18]=[CH:19][C:20]([F:23])=[CH:21][CH:22]=3)[OH:16])[C@H:9]2[C:24]2[CH:42]=[CH:41][C:27]([O:28][CH2:29][C:30]([NH:32][CH2:33][C:34]([NH:36][CH2:37][C:38]([NH:72][C@@H:73]([C:78]([OH:80])=[O:79])[C:74]([CH3:77])([CH3:76])[CH3:75])=[O:39])=[O:35])=[O:31])=[CH:26][CH:25]=2)=[CH:4][CH:3]=1. The catalyst class is: 3.